Dataset: Drug-target binding data from BindingDB using Ki measurements. Task: Regression. Given a target protein amino acid sequence and a drug SMILES string, predict the binding affinity score between them. We predict pKi (pKi = -log10(Ki in M); higher means stronger inhibition). Dataset: bindingdb_ki. The compound is CC(=O)c1cccnc1. The target protein sequence is MINQLQNYFKNIIATKDWHCKNHVSFSNNKNGGIWPEHCVKNTWGSEFPNDLNTKRIKKVFFKGTDQYYDSYSGFYDDCIKKKQTGLQLYLKNNSINTLFITGLALDFCVKETILDAINLGFRVYLITDATRSITSTPELIIQELKKLNVLTCFSKDIFDSQSKLNI. The pKi is 3.5.